From a dataset of Catalyst prediction with 721,799 reactions and 888 catalyst types from USPTO. Predict which catalyst facilitates the given reaction. (1) Reactant: [NH2:1][C@@H:2]1[CH2:7][CH2:6][C@H:5]([NH:8][C:9](=[O:23])[C:10]2[CH:15]=[CH:14][C:13]([C:16]3[CH:21]=[CH:20][CH:19]=[C:18]([F:22])[CH:17]=3)=[N:12][CH:11]=2)[CH2:4][CH2:3]1.[C:24]([O:28][C:29]([NH:31][CH2:32][C:33](O)=[O:34])=[O:30])([CH3:27])([CH3:26])[CH3:25].C1C=NC2N(O)N=NC=2C=1.C(Cl)CCl.C(=O)([O-])O.[Na+]. Product: [C:24]([O:28][C:29](=[O:30])[NH:31][CH2:32][C:33]([NH:1][C@H:2]1[CH2:3][CH2:4][C@@H:5]([NH:8][C:9]([C:10]2[CH:11]=[N:12][C:13]([C:16]3[CH:21]=[CH:20][CH:19]=[C:18]([F:22])[CH:17]=3)=[CH:14][CH:15]=2)=[O:23])[CH2:6][CH2:7]1)=[O:34])([CH3:27])([CH3:25])[CH3:26]. The catalyst class is: 3. (2) Reactant: [NH2:1][C:2]1[C:3]2[CH:11]=[CH:10][N:9]([C@@H:12]3[O:16][C@@:15]([CH2:19]O)([CH:17]=[O:18])[C@@H:14]([O:21][Si:22]([C:25]([CH3:28])([CH3:27])[CH3:26])([CH3:24])[CH3:23])[CH2:13]3)[C:4]=2[N:5]=[C:6]([F:8])[N:7]=1.[C:29](=O)([O-])[O-].[K+].[K+].[N+](=C(P(=O)(OC)OC)C(=O)C)=[N-]. Product: [NH2:1][C:2]1[C:3]2[CH:11]=[CH:10][N:9]([C@@H:12]3[O:16][C@@:15]([CH2:17][OH:18])([C:19]#[CH:29])[C@@H:14]([O:21][Si:22]([C:25]([CH3:26])([CH3:27])[CH3:28])([CH3:24])[CH3:23])[CH2:13]3)[C:4]=2[N:5]=[C:6]([F:8])[N:7]=1. The catalyst class is: 5. (3) Reactant: C(OCC=C)C1OC1.Cl.[N:10]1[CH:15]=[CH:14][C:13]([CH2:16][CH2:17][SH:18])=[CH:12][CH:11]=1. Product: [N:10]1[CH:15]=[CH:14][C:13]([CH2:16][CH2:17][SH:18])=[CH:12][CH:11]=1. The catalyst class is: 6. (4) Product: [F:1][C:2]1[CH:7]=[C:6]([C:21]2[S:22][C:23]([N:26]([C:27]([O:29][C:30]([CH3:33])([CH3:32])[CH3:31])=[O:28])[C:34]([O:36][C:37]([CH3:38])([CH3:39])[CH3:40])=[O:35])=[CH:24][N:25]=2)[CH:5]=[N:4][CH:3]=1. The catalyst class is: 206. Reactant: [F:1][C:2]1[C:3](B(O)O)=[N:4][CH:5]=[CH:6][CH:7]=1.C(O)C.C([O-])([O-])=O.[K+].[K+].Br[C:21]1[S:22][C:23]([N:26]([C:34]([O:36][C:37]([CH3:40])([CH3:39])[CH3:38])=[O:35])[C:27]([O:29][C:30]([CH3:33])([CH3:32])[CH3:31])=[O:28])=[CH:24][N:25]=1. (5) Reactant: Cl[C:2]1[N:7]=[C:6]([NH:8][C:9]2[NH:13][N:12]=[C:11]([CH:14]3[CH2:16][CH2:15]3)[CH:10]=2)[CH:5]=[CH:4][N:3]=1.[S:17]([N:27]1[C:35]2[C:30](=[C:31]([CH2:36][NH2:37])[CH:32]=[CH:33][CH:34]=2)[CH:29]=[CH:28]1)([C:20]1[CH:26]=[CH:25][C:23]([CH3:24])=[CH:22][CH:21]=1)(=[O:19])=[O:18].CCN(C(C)C)C(C)C. Product: [CH:14]1([C:11]2[NH:12][N:13]=[C:9]([NH:8][C:6]3[CH:5]=[CH:4][N:3]=[C:2]([NH:37][CH2:36][C:31]4[CH:32]=[CH:33][CH:34]=[C:35]5[C:30]=4[CH:29]=[CH:28][N:27]5[S:17]([C:20]4[CH:21]=[CH:22][C:23]([CH3:24])=[CH:25][CH:26]=4)(=[O:19])=[O:18])[N:7]=3)[CH:10]=2)[CH2:16][CH2:15]1. The catalyst class is: 41. (6) Reactant: [CH2:1]([O:4][C:5]1[CH:33]=[CH:32][C:8]([CH2:9][C:10]2[CH:11]=[C:12]([C@@:17]3(OC)[C@H:22]([OH:23])[C@@H:21]([OH:24])[C@H:20]([OH:25])[C:19]([CH2:28][OH:29])([CH2:26][OH:27])[O:18]3)[CH:13]=[CH:14][C:15]=2[Cl:16])=[CH:7][CH:6]=1)[CH:2]=[CH2:3].FC(F)(F)C(O)=O. Product: [CH2:1]([O:4][C:5]1[CH:33]=[CH:32][C:8]([CH2:9][C:10]2[CH:11]=[C:12]([C@@:17]34[O:18][C@@:19]([CH2:28][OH:29])([CH2:26][O:27]3)[C@@H:20]([OH:25])[C@H:21]([OH:24])[C@H:22]4[OH:23])[CH:13]=[CH:14][C:15]=2[Cl:16])=[CH:7][CH:6]=1)[CH:2]=[CH2:3]. The catalyst class is: 124. (7) Reactant: COC[O:4][CH2:5][CH2:6][CH2:7][C:8]1[C:9]([CH:13]([CH3:15])[CH3:14])=[N:10][NH:11][CH:12]=1.Cl[C:17]1[N:22]=[CH:21][C:20]([C:23]#[N:24])=[CH:19][CH:18]=1.[H-].[Na+].[H][H]. Product: [OH:4][CH2:5][CH2:6][CH2:7][C:8]1[C:9]([CH:13]([CH3:15])[CH3:14])=[N:10][N:11]([C:17]2[N:22]=[CH:21][C:20]([C:23]#[N:24])=[CH:19][CH:18]=2)[CH:12]=1. The catalyst class is: 145. (8) Reactant: Cl[CH2:2][C:3]([C:6]1[N:10]([CH2:11][CH3:12])[C:9]2[CH:13]=[C:14]([Cl:18])[C:15]([Cl:17])=[CH:16][C:8]=2[N:7]=1)([OH:5])[CH3:4].[F:19][C:20]([F:24])([F:23])[CH2:21][SH:22].C[O-].[Na+]. The catalyst class is: 5. Product: [Cl:17][C:15]1[C:14]([Cl:18])=[CH:13][C:9]2[N:10]([CH2:11][CH3:12])[C:6]([C:3]([OH:5])([CH3:4])[CH2:2][S:22][CH2:21][C:20]([F:24])([F:23])[F:19])=[N:7][C:8]=2[CH:16]=1. (9) Reactant: [Cl:1][C:2]1[C:7]([Cl:8])=[CH:6][CH:5]=[CH:4][C:3]=1[CH2:9][N:10]1[C:14]2[CH:15]=[C:16]([N:23]3[CH2:28][CH2:27][O:26][CH2:25][CH2:24]3)[CH:17]=[C:18]([C:19]([O:21]C)=[O:20])[C:13]=2[N:12]=[C:11]1[CH3:29].[Li+].[OH-].Cl. Product: [Cl:1][C:2]1[C:7]([Cl:8])=[CH:6][CH:5]=[CH:4][C:3]=1[CH2:9][N:10]1[C:14]2[CH:15]=[C:16]([N:23]3[CH2:24][CH2:25][O:26][CH2:27][CH2:28]3)[CH:17]=[C:18]([C:19]([OH:21])=[O:20])[C:13]=2[N:12]=[C:11]1[CH3:29]. The catalyst class is: 20. (10) The catalyst class is: 531. Product: [CH2:5]1[C:6]2[C:11](=[CH:10][CH:9]=[CH:8][CH:7]=2)[CH2:3][CH:4]1[C:12](=[O:20])/[CH:13]=[CH:46]/[C@H:23]1[C@@H:22]([F:21])[CH2:26][C@H:25]([O:27][CH:28]2[CH2:33][CH2:32][CH2:31][CH2:30][O:29]2)[C@@H:24]1[CH2:34]/[CH:35]=[CH:36]\[CH2:37][CH2:38][CH2:39][C:40]([O:42][CH:43]([CH3:45])[CH3:44])=[O:41]. Reactant: [Cl-].[Li+].[CH2:3]1[C:11]2[C:6](=[CH:7][CH:8]=[CH:9][CH:10]=2)[CH2:5][CH:4]1[C:12](=[O:20])[CH2:13]P(=O)(OC)OC.[F:21][C@H:22]1[CH2:26][C@H:25]([O:27][CH:28]2[CH2:33][CH2:32][CH2:31][CH2:30][O:29]2)[C@H:24]([CH2:34]/[CH:35]=[CH:36]\[CH2:37][CH2:38][CH2:39][C:40]([O:42][CH:43]([CH3:45])[CH3:44])=[O:41])[C@H:23]1[CH:46]=O.OS([O-])(=O)=O.[K+].